Dataset: Reaction yield outcomes from USPTO patents with 853,638 reactions. Task: Predict the reaction yield, written as a fraction of the theoretical maximum amount of product (1.0 means a 100% yield; for example, 0.34 means a 34% yield). (1) The yield is 0.230. The reactants are [CH2:1]([O:3][C:4]([C:6]1[CH:7]=[N:8][N:9]([CH3:14])[C:10]=1[C:11](Cl)=[O:12])=[O:5])[CH3:2].[Br:15][C:16]1[C:17]([NH2:31])=[CH:18][C:19]2[N:20]([CH:22]=[C:23]([C:25]3[CH:30]=[CH:29][CH:28]=[CH:27][CH:26]=3)[N:24]=2)[CH:21]=1.C(N(CC)CC)C. The product is [CH2:1]([O:3][C:4]([C:6]1[CH:7]=[N:8][N:9]([CH3:14])[C:10]=1[C:11](=[O:12])[NH:31][C:17]1[C:16]([Br:15])=[CH:21][N:20]2[CH:22]=[C:23]([C:25]3[CH:30]=[CH:29][CH:28]=[CH:27][CH:26]=3)[N:24]=[C:19]2[CH:18]=1)=[O:5])[CH3:2]. The catalyst is ClCCl. (2) The reactants are [O:1]1[CH:5]=[C:4]([C:6]2[C:10]3[CH2:11][N:12](C(OC(C)(C)C)=O)[CH2:13][CH2:14][C:9]=3[NH:8][N:7]=2)[N:3]=[CH:2]1.Cl.O1CCOCC1. The catalyst is O1CCOCC1. The product is [NH:8]1[C:9]2[CH2:14][CH2:13][NH:12][CH2:11][C:10]=2[C:6]([C:4]2[N:3]=[CH:2][O:1][CH:5]=2)=[N:7]1. The yield is 0.811. (3) The reactants are OO.C(OC(C(F)(F)F)=O)(C(F)(F)F)=[O:4].[CH3:16][CH:17]1[CH2:39][C:38]2[C:19](=[CH:20][C:21]3[N+:26]([O-:27])=[N:25][C:24]([CH2:28][CH2:29][CH2:30][N:31]4[CH2:36][CH2:35][O:34][CH2:33][CH2:32]4)=[N:23][C:22]=3[CH:37]=2)[CH2:18]1.C(O)(C(F)(F)F)=O. The catalyst is C(Cl)Cl.N. The product is [CH3:16][CH:17]1[CH2:39][C:38]2[C:19](=[CH:20][C:21]3[N+:26]([O-:27])=[N:25][C:24]([CH2:28][CH2:29][CH2:30][N:31]4[CH2:32][CH2:33][O:34][CH2:35][CH2:36]4)=[N+:23]([O-:4])[C:22]=3[CH:37]=2)[CH2:18]1. The yield is 0.440. (4) The reactants are [CH2:1]([O:3][C:4]([C:6]([N:9]=[C:10]([O:12][CH2:13]C)[CH3:11])=C[O-])=[O:5])[CH3:2].[K+].CCOC(C)=O.C([O-])(O)=O.[Na+]. The catalyst is C(O)(=O)C. The product is [CH2:1]([O:3][C:4]([C:6]1[N:9]=[C:10]([CH3:11])[O:12][CH:13]=1)=[O:5])[CH3:2]. The yield is 0.450. (5) The reactants are C(NC(C)C)(C)C.C([Li])CCC.[C:13]1([S:19]([N:22]2[C:26]3=[CH:27][N:28]=[CH:29][CH:30]=[C:25]3[CH:24]=[CH:23]2)(=[O:21])=[O:20])[CH:18]=[CH:17][CH:16]=[CH:15][CH:14]=1.CN(C)CCN(C)C.[CH:39]1[C:43]([CH:44]=[O:45])=[CH:42][O:41][CH:40]=1.[Cl-].[NH4+]. The yield is 0.380. The catalyst is O1CCCC1. The product is [O:41]1[CH:40]=[CH:39][C:43]([CH:44]([C:23]2[N:22]([S:19]([C:13]3[CH:18]=[CH:17][CH:16]=[CH:15][CH:14]=3)(=[O:21])=[O:20])[C:26]3=[CH:27][N:28]=[CH:29][CH:30]=[C:25]3[CH:24]=2)[OH:45])=[CH:42]1. (6) The reactants are Cl.[CH3:2][O:3][C:4]1[CH:5]=[C:6]([NH:12][C:13]2[C:14]3[N:15]([CH:28]=[CH:29][N:30]=3)[CH:16]=[C:17]([C:19]3[CH:20]=[C:21]([CH:25]=[CH:26][CH:27]=3)C(O)=O)[N:18]=2)[CH:7]=[CH:8][C:9]=1[O:10][CH3:11].[NH2:31][C:32]1[CH:41]=[CH:40][C:35]([C:36]([O:38][CH3:39])=[O:37])=[CH:34][C:33]=1[CH3:42].F[P-](F)(F)(F)(F)F.N1(O[P+](N(C)C)(N(C)C)N(C)C)C2C=CC=CC=2N=N1.CN1CC[O:74][CH2:73]C1.F[P-](F)(F)(F)(F)F.N1(O[P+](N2CCCC2)(N2CCCC2)N2CCCC2)C2C=CC=CC=2N=N1. The catalyst is CN(C=O)C.C(OCC)(=O)C. The product is [CH3:2][O:3][C:4]1[CH:5]=[C:6]([NH:12][C:13]2[C:14]3[N:15]([CH:28]=[CH:29][N:30]=3)[CH:16]=[C:17]([C:19]3[CH:20]=[C:21]([CH:25]=[CH:26][CH:27]=3)[C:73]([NH:31][C:32]3[CH:41]=[CH:40][C:35]([C:36]([O:38][CH3:39])=[O:37])=[CH:34][C:33]=3[CH3:42])=[O:74])[N:18]=2)[CH:7]=[CH:8][C:9]=1[O:10][CH3:11]. The yield is 0.360. (7) The reactants are Br[C:2]1[CH:7]=[CH:6][C:5]([CH3:8])=[CH:4][CH:3]=1.[Li]C(C)(C)C.[Br:14][C:15]1[CH:16]=[C:17]([CH:23]=[CH:24][CH:25]=1)[C:18](N(C)C)=[O:19].O. The catalyst is C1COCC1.CCCCC. The product is [Br:14][C:15]1[CH:16]=[C:17]([C:18]([C:2]2[CH:7]=[CH:6][C:5]([CH3:8])=[CH:4][CH:3]=2)=[O:19])[CH:23]=[CH:24][CH:25]=1. The yield is 0.830. (8) The reactants are [F:1][C:2]1[CH:7]=[CH:6][C:5]([C:8]([F:11])([F:10])[F:9])=[CH:4][C:3]=1[NH:12][C:13]([NH:15][C:16]1[CH:21]=[CH:20][C:19]([C:22]#[C:23][C:24]([NH2:26])=[O:25])=[CH:18][CH:17]=1)=[O:14].N1C2C(=CC=CC=2)C=CC=1.[H][H]. The catalyst is [Pd].CC([O-])=O.CC([O-])=O.[Pb+2].CCOC(C)=O. The product is [F:1][C:2]1[CH:7]=[CH:6][C:5]([C:8]([F:11])([F:9])[F:10])=[CH:4][C:3]=1[NH:12][C:13]([NH:15][C:16]1[CH:21]=[CH:20][C:19](/[CH:22]=[CH:23]\[C:24]([NH2:26])=[O:25])=[CH:18][CH:17]=1)=[O:14]. The yield is 0.840. (9) The reactants are [CH3:1][C:2]1[C:15]2[C:6](=[CH:7][N:8]=[C:9]3[C:14]=2[C:13](=O)[CH2:12][CH:11]=[CH:10]3)[CH:5]=[CH:4][CH:3]=1.P(Cl)(Cl)(Cl)(Cl)[Cl:18].P(Cl)(Cl)(Cl)=O. The catalyst is C1(C)C=CC=CC=1. The product is [Cl:18][C:7]1[N:8]=[C:9]2[C:14](=[C:15]3[C:6]=1[CH:5]=[CH:4][CH:3]=[C:2]3[CH3:1])[CH:13]=[CH:12][CH:11]=[CH:10]2. The yield is 0.950.